This data is from Forward reaction prediction with 1.9M reactions from USPTO patents (1976-2016). The task is: Predict the product of the given reaction. Given the reactants [CH3:1][O:2][CH2:3][C:4]1[C:9]([CH2:10]O)=[C:8]([CH3:12])[N:7]=[C:6]([C:13]2[CH:18]=[CH:17][C:16]([C:19]([F:22])([F:21])[F:20])=[CH:15][CH:14]=2)[N:5]=1.S(Cl)([Cl:25])=O, predict the reaction product. The product is: [Cl:25][CH2:10][C:9]1[C:4]([CH2:3][O:2][CH3:1])=[N:5][C:6]([C:13]2[CH:18]=[CH:17][C:16]([C:19]([F:22])([F:21])[F:20])=[CH:15][CH:14]=2)=[N:7][C:8]=1[CH3:12].